The task is: Predict the product of the given reaction.. This data is from Forward reaction prediction with 1.9M reactions from USPTO patents (1976-2016). (1) Given the reactants [C:1]([O:4][CH2:5][C:6]1[CH:11]=[C:10](OS(C(F)(F)F)(=O)=O)[C:9]([O:20][CH2:21][C:22]2[CH:27]=[CH:26][C:25]([O:28][CH3:29])=[CH:24][CH:23]=2)=[CH:8][N:7]=1)(=[O:3])[CH3:2].C1C=CC(P(C2C=CC3C(=CC=CC=3)C=2C2C3C(=CC=CC=3)C=CC=2P(C2C=CC=CC=2)C2C=CC=CC=2)C2C=CC=CC=2)=CC=1.[CH3:76][C:77]([S-:80])([CH3:79])[CH3:78].[Na+], predict the reaction product. The product is: [C:1]([O:4][CH2:5][C:6]1[CH:11]=[C:10]([S:80][C:77]([CH3:79])([CH3:78])[CH3:76])[C:9]([O:20][CH2:21][C:22]2[CH:23]=[CH:24][C:25]([O:28][CH3:29])=[CH:26][CH:27]=2)=[CH:8][N:7]=1)(=[O:3])[CH3:2]. (2) Given the reactants [CH2:1]([N:8]1[CH2:13][CH2:12][O:11][C@@H:10]2[CH2:14][NH:15][CH2:16][CH2:17][C@@H:9]12)[C:2]1[CH:7]=[CH:6][CH:5]=[CH:4][CH:3]=1.[C:18](O[C:18]([C:20]([F:23])([F:22])[F:21])=[O:19])([C:20]([F:23])([F:22])[F:21])=[O:19].O, predict the reaction product. The product is: [CH2:1]([N:8]1[CH2:13][CH2:12][O:11][CH:10]2[CH2:14][N:15]([C:18](=[O:19])[C:20]([F:23])([F:22])[F:21])[CH2:16][CH2:17][CH:9]12)[C:2]1[CH:3]=[CH:4][CH:5]=[CH:6][CH:7]=1. (3) Given the reactants [Cl:1][C:2]1[C:3]2[C:10]3[CH2:11][CH2:12][N:13](C(OC(C)(C)C)=O)[CH2:14][C:9]=3[S:8][C:4]=2[N:5]=[CH:6][N:7]=1.[NH2:22][C:23]1[C:24]([F:31])=[CH:25][C:26]([F:30])=[C:27]([OH:29])[CH:28]=1, predict the reaction product. The product is: [ClH:1].[F:30][C:26]1[CH:25]=[C:24]([F:31])[C:23]([NH:22][C:2]2[C:3]3[C:10]4[CH2:11][CH2:12][NH:13][CH2:14][C:9]=4[S:8][C:4]=3[N:5]=[CH:6][N:7]=2)=[CH:28][C:27]=1[OH:29]. (4) Given the reactants [Cl:1][C:2]1[CH:24]=[CH:23][C:5]([C:6](/[C:8](=[CH:11]/[C:12]2[CH:13]=[C:14]3[C:18](=[CH:19][C:20]=2[F:21])[NH:17][N:16]=[C:15]3[CH3:22])/[C:9]#[N:10])=O)=[CH:4][CH:3]=1.[NH2:25][C:26]([CH:30]([F:32])[F:31])=[CH:27][C:28]#[N:29].C(O)(=O)C, predict the reaction product. The product is: [Cl:1][C:2]1[CH:24]=[CH:23][C:5]([C:6]2[NH:25][C:26]([CH:30]([F:32])[F:31])=[C:27]([C:28]#[N:29])[CH:11]([C:12]3[CH:13]=[C:14]4[C:18](=[CH:19][C:20]=3[F:21])[NH:17][N:16]=[C:15]4[CH3:22])[C:8]=2[C:9]#[N:10])=[CH:4][CH:3]=1. (5) Given the reactants [C:1](SC#N)(=[O:8])[C:2]1[CH:7]=[CH:6][CH:5]=[CH:4][CH:3]=1.C(Cl)(=O)C1C=CC=CC=1.[S-:21][C:22]#[N:23].[NH4+].[CH3:25][O:26][C:27](=[O:36])[C:28]1[CH:33]=[CH:32][C:31]([NH2:34])=[CH:30][C:29]=1[Cl:35], predict the reaction product. The product is: [CH3:25][O:26][C:27](=[O:36])[C:28]1[CH:33]=[CH:32][C:31]([NH:34][C:22]([NH:23][C:1](=[O:8])[C:2]2[CH:3]=[CH:4][CH:5]=[CH:6][CH:7]=2)=[S:21])=[CH:30][C:29]=1[Cl:35].